This data is from Peptide-MHC class I binding affinity with 185,985 pairs from IEDB/IMGT. The task is: Regression. Given a peptide amino acid sequence and an MHC pseudo amino acid sequence, predict their binding affinity value. This is MHC class I binding data. (1) The peptide sequence is KSISSIFGY. The binding affinity (normalized) is 0.185. The MHC is HLA-A68:01 with pseudo-sequence HLA-A68:01. (2) The peptide sequence is IALVHQYYI. The MHC is H-2-Db with pseudo-sequence H-2-Db. The binding affinity (normalized) is 0.743. (3) The peptide sequence is LMAYANQIHH. The MHC is HLA-A31:01 with pseudo-sequence HLA-A31:01. The binding affinity (normalized) is 0.0656. (4) The peptide sequence is TEFACVVAEA. The MHC is HLA-B18:01 with pseudo-sequence HLA-B18:01. The binding affinity (normalized) is 0.620. (5) The peptide sequence is LTKHPNQEY. The MHC is HLA-A23:01 with pseudo-sequence HLA-A23:01. The binding affinity (normalized) is 0. (6) The peptide sequence is YQKVGMQKY. The MHC is HLA-A01:01 with pseudo-sequence HLA-A01:01. The binding affinity (normalized) is 0.0847.